From a dataset of Peptide-MHC class I binding affinity with 185,985 pairs from IEDB/IMGT. Regression. Given a peptide amino acid sequence and an MHC pseudo amino acid sequence, predict their binding affinity value. This is MHC class I binding data. (1) The peptide sequence is ASPLSSIFSR. The MHC is Patr-A0401 with pseudo-sequence Patr-A0401. The binding affinity (normalized) is 0.346. (2) The peptide sequence is KEKGGLDGL. The MHC is HLA-B44:02 with pseudo-sequence HLA-B44:02. The binding affinity (normalized) is 0.238. (3) The peptide sequence is KMNPPKFSKV. The MHC is HLA-A02:02 with pseudo-sequence HLA-A02:02. The binding affinity (normalized) is 0.278. (4) The peptide sequence is WCRVGRGTI. The MHC is HLA-A03:01 with pseudo-sequence HLA-A03:01. The binding affinity (normalized) is 0.0847.